Dataset: Full USPTO retrosynthesis dataset with 1.9M reactions from patents (1976-2016). Task: Predict the reactants needed to synthesize the given product. (1) Given the product [CH2:15]([O:17][C:18]1[CH:19]=[C:20]([CH:21]2[CH2:27][C:28](=[O:29])[NH:14][C:13]3[N:9]([C:4]4[CH:5]=[CH:6][CH:7]=[CH:8][C:3]=4[CH2:1][CH3:2])[N:10]=[CH:11][C:12]2=3)[CH:23]=[CH:24][C:25]=1[OH:26])[CH3:16], predict the reactants needed to synthesize it. The reactants are: [CH2:1]([C:3]1[CH:8]=[CH:7][CH:6]=[CH:5][C:4]=1[N:9]1[C:13]([NH2:14])=[CH:12][CH:11]=[N:10]1)[CH3:2].[CH2:15]([O:17][C:18]1[CH:19]=[C:20]([CH:23]=[CH:24][C:25]=1[OH:26])[CH:21]=O)[CH3:16].[CH3:27][C:28]1(C)OC(=O)CC(=O)[O:29]1. (2) Given the product [N:5]1[CH:4]=[C:3]([C:1]#[C:2][C:13]2[CH:14]=[C:15]([CH:37]=[CH:38][CH:39]=2)[C:16]([NH:18][C:19]2[CH:24]=[CH:23][C:22]([CH2:25][N:26]3[CH2:31][CH2:30][N:29]([CH3:32])[CH2:28][CH2:27]3)=[C:21]([C:33]([F:35])([F:34])[F:36])[CH:20]=2)=[O:17])[N:7]2[C:6]=1[CH:11]=[CH:10][CH:9]=[N:8]2, predict the reactants needed to synthesize it. The reactants are: [C:1]([C:3]1[N:7]2[N:8]=[CH:9][CH:10]=[CH:11][C:6]2=[N:5][CH:4]=1)#[CH:2].I[C:13]1[CH:14]=[C:15]([CH:37]=[CH:38][CH:39]=1)[C:16]([NH:18][C:19]1[CH:24]=[CH:23][C:22]([CH2:25][N:26]2[CH2:31][CH2:30][N:29]([CH3:32])[CH2:28][CH2:27]2)=[C:21]([C:33]([F:36])([F:35])[F:34])[CH:20]=1)=[O:17]. (3) Given the product [NH2:21][C:16]1[CH:17]=[CH:18][CH:19]=[CH:20][C:15]=1[O:14][CH2:13][CH2:12][O:11][C:4]1[CH:3]=[C:2]([F:1])[CH:7]=[CH:6][C:5]=1[NH2:8], predict the reactants needed to synthesize it. The reactants are: [F:1][C:2]1[CH:7]=[CH:6][C:5]([N+:8]([O-])=O)=[C:4]([O:11][CH2:12][CH2:13][O:14][C:15]2[CH:20]=[CH:19][CH:18]=[CH:17][C:16]=2[N+:21]([O-])=O)[CH:3]=1.C(O)(=O)C. (4) The reactants are: [CH2:1]([N:8]1[C:16]([N:17]2[CH:21]=[CH:20][CH:19]=[N:18]2)=[N:15][C:14]2[C:9]1=[N:10][CH:11]=[N:12][C:13]=2[NH2:22])[C:2]1[CH:7]=[CH:6][CH:5]=[CH:4][CH:3]=1.[C:23](Cl)(=[O:30])[C:24]1[CH:29]=[CH:28][CH:27]=[CH:26][CH:25]=1.[C:32]1(C)[CH:37]=[CH:36][CH:35]=[CH:34][CH:33]=1.[C:39](=[O:42])(O)[O-].[Na+].CC[O:46]CC. Given the product [C:23]([N:22]([C:13]1[N:12]=[CH:11][N:10]=[C:9]2[C:14]=1[N:15]=[C:16]([N:17]1[CH:21]=[CH:20][CH:19]=[N:18]1)[N:8]2[C:1](=[O:46])[C:2]1[CH:7]=[CH:6][CH:5]=[CH:4][CH:3]=1)[C:39](=[O:42])[C:32]1[CH:37]=[CH:36][CH:35]=[CH:34][CH:33]=1)(=[O:30])[C:24]1[CH:29]=[CH:28][CH:27]=[CH:26][CH:25]=1, predict the reactants needed to synthesize it. (5) Given the product [Br:17][C:18]1[CH:24]=[C:23]([Cl:25])[CH:22]=[CH:21][C:19]=1[NH:20][C:2]1[C:11]2[CH:10]=[C:9]3[N:12]=[CH:13][N:14]=[C:8]3[CH2:7][C:6]=2[N:5]=[CH:4][C:3]=1[C:15]#[N:16], predict the reactants needed to synthesize it. The reactants are: Cl[C:2]1[C:11]2[CH:10]=[C:9]3[N:12]=[CH:13][N:14]=[C:8]3[CH2:7][C:6]=2[N:5]=[CH:4][C:3]=1[C:15]#[N:16].[Br:17][C:18]1[CH:24]=[C:23]([Cl:25])[CH:22]=[CH:21][C:19]=1[NH2:20].Cl.N1C=CC=CC=1.C(=O)(O)[O-].[Na+]. (6) The reactants are: [NH:1]1[CH2:6][CH2:5][C:4]2([C:11]3[S:12][CH:13]=[CH:14][C:10]=3[CH2:9][CH2:8][O:7]2)[CH2:3][CH2:2]1.C(=O)(OC(C)(C)C)[O:16][C:17]([O:19][C:20]([CH3:23])([CH3:22])[CH3:21])=O.[Cl-].[Na+]. Given the product [N:1]1([C:17]([O:19][C:20]([CH3:23])([CH3:22])[CH3:21])=[O:16])[CH2:2][CH2:3][C:4]2([C:11]3[S:12][CH:13]=[CH:14][C:10]=3[CH2:9][CH2:8][O:7]2)[CH2:5][CH2:6]1, predict the reactants needed to synthesize it.